This data is from Reaction yield outcomes from USPTO patents with 853,638 reactions. The task is: Predict the reaction yield, written as a fraction of the theoretical maximum amount of product (1.0 means a 100% yield; for example, 0.34 means a 34% yield). (1) The reactants are [CH3:1][O:2][NH:3][C:4]([C:6]1[C:7](=[O:29])[C:8]2[CH:13]=[N:12][C:11](S(C)(=O)=O)=[N:10][C:9]=2[N:18]([C:20]2[CH:21]=[C:22]3[C:26](=[CH:27][CH:28]=2)[CH2:25][CH2:24][CH2:23]3)[CH:19]=1)=[O:5].[NH2:30][C:31]1[CH:32]=[C:33]([CH:45]=[CH:46][CH:47]=1)[C:34]([NH:36][CH2:37][CH:38]1[CH2:42][CH2:41][CH2:40][N:39]1[CH2:43][CH3:44])=[O:35]. The catalyst is O1CCOCC1.O.C(OCC)(=O)C.[O-]S(C(F)(F)F)(=O)=O.[Ag+]. The product is [CH3:1][O:2][NH:3][C:4]([C:6]1[C:7](=[O:29])[C:8]2[CH:13]=[N:12][C:11]([NH:30][C:31]3[CH:47]=[CH:46][CH:45]=[C:33]([C:34](=[O:35])[NH:36][CH2:37][CH:38]4[CH2:42][CH2:41][CH2:40][N:39]4[CH2:43][CH3:44])[CH:32]=3)=[N:10][C:9]=2[N:18]([C:20]2[CH:21]=[C:22]3[C:26](=[CH:27][CH:28]=2)[CH2:25][CH2:24][CH2:23]3)[CH:19]=1)=[O:5]. The yield is 0.110. (2) The reactants are [C:1]([O:5][C:6]([C:8]1[C:14]2[NH:15][C:16]3[CH:17]=[C:18]([F:22])[CH:19]=[CH:20][C:21]=3[C:13]=2[C:12]([CH3:24])([CH3:23])[CH2:11][N:10]([C:25]([N:27]2[CH2:32][CH2:31][N:30]([CH3:33])[CH2:29][CH2:28]2)=[O:26])[CH:9]=1)=[O:7])(C)([CH3:3])[CH3:2].CCN(C(C)C)C(C)C.ClC(Cl)(OC(=O)OC(Cl)(Cl)Cl)Cl.CN1CCNCC1. The catalyst is C(Cl)Cl. The product is [F:22][C:18]1[CH:19]=[CH:20][C:21]2[C:13]3[C:12]([CH3:23])([CH3:24])[CH2:11][N:10]([C:25]([N:27]4[CH2:28][CH2:29][N:30]([CH3:33])[CH2:31][CH2:32]4)=[O:26])[CH:9]=[C:8]([C:6]([O:5][CH:1]([CH3:3])[CH3:2])=[O:7])[C:14]=3[NH:15][C:16]=2[CH:17]=1. The yield is 0.190.